The task is: Predict the reactants needed to synthesize the given product.. This data is from Full USPTO retrosynthesis dataset with 1.9M reactions from patents (1976-2016). (1) The reactants are: C[O:2][C:3](=[O:29])[C:4]1[CH:9]=[CH:8][C:7]([C:10]2[N:11]=[C:12](Cl)[C:13]3[C:14](=[CH:16][N:17](CC4C=CC(OC)=CC=4)[N:18]=3)[N:15]=2)=[CH:6][CH:5]=1.[CH3:30][O:31][C:32]1[CH:33]=[C:34]([CH:36]=[CH:37][C:38]=1[O:39][CH3:40])[NH2:35].Cl. Given the product [CH3:30][O:31][C:32]1[CH:33]=[C:34]([NH:35][C:12]2[C:13]3[NH:18][N:17]=[CH:16][C:14]=3[N:15]=[C:10]([C:7]3[CH:6]=[CH:5][C:4]([C:3]([OH:2])=[O:29])=[CH:9][CH:8]=3)[N:11]=2)[CH:36]=[CH:37][C:38]=1[O:39][CH3:40], predict the reactants needed to synthesize it. (2) The reactants are: [N+:1]([C:4]([CH2:9][CH2:10][C:11]1[CH:16]=[CH:15][C:14]([CH2:17][CH2:18][CH2:19][CH2:20][CH2:21][CH2:22][CH2:23][CH3:24])=[CH:13][CH:12]=1)([CH2:7][OH:8])[CH2:5][OH:6])([O-])=O.[H][H]. Given the product [NH2:1][C:4]([CH2:9][CH2:10][C:11]1[CH:16]=[CH:15][C:14]([CH2:17][CH2:18][CH2:19][CH2:20][CH2:21][CH2:22][CH2:23][CH3:24])=[CH:13][CH:12]=1)([CH2:7][OH:8])[CH2:5][OH:6], predict the reactants needed to synthesize it. (3) Given the product [CH3:1][C:2]1[CH:3]=[CH:4][C:5]([S:8]([O:11][CH2:12][C@H:13]2[CH2:22][CH2:21][C:20]3[C:15](=[CH:16][CH:17]=[CH:18][CH:19]=3)[O:14]2)(=[O:10])=[O:9])=[CH:6][CH:7]=1, predict the reactants needed to synthesize it. The reactants are: [CH3:1][C:2]1[CH:7]=[CH:6][C:5]([S:8]([O:11][CH2:12][C@H:13]2[CH:22]=[CH:21][C:20]3[C:15](=[CH:16][CH:17]=[CH:18][CH:19]=3)[O:14]2)(=[O:10])=[O:9])=[CH:4][CH:3]=1. (4) The reactants are: [CH3:1][C:2]1([N:15]2[CH2:20][CH2:19][C:18](=O)[CH2:17][CH2:16]2)[CH2:7][CH2:6][N:5]([C:8]([O:10][C:11]([CH3:14])([CH3:13])[CH3:12])=[O:9])[CH2:4][CH2:3]1.[C@@H:22]1([NH2:29])[CH2:27][CH2:26][CH2:25][CH2:24][C@H:23]1[NH2:28].C(O[BH-](OC(=O)C)OC(=O)C)(=O)C.[Na+].C([O-])(O)=O.[Na+]. Given the product [NH2:28][C@@H:23]1[CH2:24][CH2:25][CH2:26][CH2:27][C@H:22]1[NH:29][CH:18]1[CH2:19][CH2:20][N:15]([C:2]2([CH3:1])[CH2:3][CH2:4][N:5]([C:8]([O:10][C:11]([CH3:14])([CH3:13])[CH3:12])=[O:9])[CH2:6][CH2:7]2)[CH2:16][CH2:17]1, predict the reactants needed to synthesize it.